Dataset: Reaction yield outcomes from USPTO patents with 853,638 reactions. Task: Predict the reaction yield, written as a fraction of the theoretical maximum amount of product (1.0 means a 100% yield; for example, 0.34 means a 34% yield). (1) The reactants are CO[N:3]1[CH:8]=[CH:7][CH:6]=[C:5]([S:9]([C:12]2[NH:13][C:14]3[C:19]([CH:20]=2)=[CH:18][CH:17]=[CH:16][CH:15]=3)(=[O:11])=[O:10])[NH:4]1.Cl.[O:22]1CCOCC1. No catalyst specified. The product is [NH:13]1[C:14]2[C:19](=[CH:18][CH:17]=[CH:16][CH:15]=2)[CH:20]=[C:12]1[S:9]([C:5]1[CH:6]=[CH:7][C:8](=[O:22])[NH:3][N:4]=1)(=[O:11])=[O:10]. The yield is 0.370. (2) The reactants are [C:1]([NH:5][C:6]1[N:14]=[C:13]([Cl:15])[CH:12]=[CH:11][C:7]=1[C:8]([NH2:10])=O)([CH3:4])([CH3:3])[CH3:2].N1C=CC=CC=1.O=P(Cl)(Cl)Cl.[OH-].[Na+]. The catalyst is C(#N)C. The product is [C:1]([NH:5][C:6]1[N:14]=[C:13]([Cl:15])[CH:12]=[CH:11][C:7]=1[C:8]#[N:10])([CH3:4])([CH3:2])[CH3:3]. The yield is 0.800.